From a dataset of Full USPTO retrosynthesis dataset with 1.9M reactions from patents (1976-2016). Predict the reactants needed to synthesize the given product. (1) Given the product [OH:41][C:38]1[CH:39]=[CH:40][C:35]([CH2:34][C@@H:30]([NH:29][C:27](=[O:28])[O:26][C:23]([CH3:24])([CH3:22])[CH3:25])[C:31](=[O:32])[NH:1][C:2]2[CH:3]=[C:4]3[C:20](=[O:21])[NH:19][N:18]=[CH:17][C:6]4=[C:7]([C:11]5[CH:12]=[CH:13][CH:14]=[CH:15][CH:16]=5)[NH:8][C:9]([CH:10]=2)=[C:5]34)=[CH:36][CH:37]=1, predict the reactants needed to synthesize it. The reactants are: [NH2:1][C:2]1[CH:3]=[C:4]2[C:20](=[O:21])[NH:19][N:18]=[CH:17][C:6]3=[C:7]([C:11]4[CH:16]=[CH:15][CH:14]=[CH:13][CH:12]=4)[NH:8][C:9]([CH:10]=1)=[C:5]23.[CH3:22][C:23]([O:26][C:27]([NH:29][C@H:30]([CH2:34][C:35]1[CH:40]=[CH:39][C:38]([OH:41])=[CH:37][CH:36]=1)[C:31](O)=[O:32])=[O:28])([CH3:25])[CH3:24].C(N(CC)CC)C.F[P-](F)(F)(F)(F)F.N1(OC(N(C)C)=[N+](C)C)C2N=CC=CC=2N=N1. (2) Given the product [CH:1]([C:4]1[CH:5]=[C:6]2[CH:12]=[CH:11][NH:10][C:7]2=[N:8][CH:9]=1)([CH3:3])[CH3:2], predict the reactants needed to synthesize it. The reactants are: [C:1]([C:4]1[CH:5]=[C:6]2[CH:12]=[CH:11][NH:10][C:7]2=[N:8][CH:9]=1)([CH3:3])=[CH2:2]. (3) Given the product [CH:1]1([N:4]2[C:8]3[CH:9]=[CH:10][CH:11]=[CH:12][C:7]=3[N:6]([CH2:13][CH2:14][CH2:15][N:16]3[CH2:47][CH2:46][C:19]4([N:23]([C:24]5[CH:29]=[CH:28][C:27]([F:30])=[CH:26][CH:25]=5)[CH2:22][N:21]([CH2:31][C:32]5[CH:44]=[CH:43][CH:42]=[CH:41][C:33]=5[C:34]([OH:36])=[O:35])[C:20]4=[O:45])[CH2:18][CH2:17]3)[C:5]2=[O:48])[CH2:2][CH2:3]1, predict the reactants needed to synthesize it. The reactants are: [CH:1]1([N:4]2[C:8]3[CH:9]=[CH:10][CH:11]=[CH:12][C:7]=3[N:6]([CH2:13][CH2:14][CH2:15][N:16]3[CH2:47][CH2:46][C:19]4([N:23]([C:24]5[CH:29]=[CH:28][C:27]([F:30])=[CH:26][CH:25]=5)[CH2:22][N:21]([CH2:31][C:32]5[CH:44]=[CH:43][CH:42]=[CH:41][C:33]=5[C:34]([O:36]C(C)(C)C)=[O:35])[C:20]4=[O:45])[CH2:18][CH2:17]3)[C:5]2=[O:48])[CH2:3][CH2:2]1. (4) Given the product [Br:9][C:10]1[CH:11]=[N:12][CH:13]=[C:14]([CH2:16][N:5]2[CH:6]=[CH:7][N:8]=[C:4]2[CH3:3])[CH:15]=1, predict the reactants needed to synthesize it. The reactants are: [H-].[Na+].[CH3:3][C:4]1[NH:5][CH:6]=[CH:7][N:8]=1.[Br:9][C:10]1[CH:11]=[N:12][CH:13]=[C:14]([CH2:16]Cl)[CH:15]=1. (5) Given the product [Br:1][CH2:2][C:3]1([CH2:8][OH:9])[CH2:6][O:7][C:10]([CH3:16])([CH3:11])[O:5][CH2:4]1, predict the reactants needed to synthesize it. The reactants are: [Br:1][CH2:2][C:3]([CH2:8][OH:9])([CH2:6][OH:7])[CH2:4][OH:5].[C:10]12(CS(O)(=O)=O)C(C)(C)C(C[CH2:16]1)C[C:11]2=O.C(N(CC)CC)C. (6) Given the product [SH:20][C:2]1[CH:18]=[CH:17][CH:16]=[C:4]2[C:5]([N:7]([C:10]3[CH:15]=[CH:14][CH:13]=[CH:12][CH:11]=3)[C:8](=[O:9])[C:3]=12)=[O:6], predict the reactants needed to synthesize it. The reactants are: Cl[C:2]1[CH:18]=[CH:17][CH:16]=[C:4]2[C:5]([N:7]([C:10]3[CH:15]=[CH:14][CH:13]=[CH:12][CH:11]=3)[C:8](=[O:9])[C:3]=12)=[O:6].O.[SH-:20].[Na+]. (7) Given the product [Cl:1][C:2]1[CH:7]=[CH:6][C:5]([N:8]2[CH2:9][CH2:10][N:11]([CH2:14][C:15]3[CH:28]=[C:27]4[C:18]([N:19]5[CH:24]([C:25](=[O:29])[NH:26]4)[CH2:23][N:22]([CH3:30])[CH2:21][CH2:20]5)=[N:17][CH:16]=3)[CH2:12][CH2:13]2)=[CH:4][CH:3]=1, predict the reactants needed to synthesize it. The reactants are: [Cl:1][C:2]1[CH:7]=[CH:6][C:5]([N:8]2[CH2:13][CH2:12][N:11]([CH2:14][C:15]3[CH:28]=[C:27]4[C:18]([N:19]5[CH:24]([C:25](=[O:29])[NH:26]4)[CH2:23][NH:22][CH2:21][CH2:20]5)=[N:17][CH:16]=3)[CH2:10][CH2:9]2)=[CH:4][CH:3]=1.[C:30](=O)([O-])[O-].[K+].[K+].CI.